The task is: Predict the product of the given reaction.. This data is from Forward reaction prediction with 1.9M reactions from USPTO patents (1976-2016). (1) Given the reactants [Cl:1][C:2]1[CH:7]=[C:6]([O:8][C:9]2[C:18]3[C:13](=[CH:14][C:15]([O:21][CH3:22])=[C:16]([O:19][CH3:20])[CH:17]=3)[N:12]=[CH:11][CH:10]=2)[CH:5]=[CH:4][C:3]=1[NH:23][C:24]([NH:26][C:27]1[CH:31]=[C:30]([CH3:32])[O:29][N:28]=1)=[O:25].Cl.C(O)CC, predict the reaction product. The product is: [ClH:1].[Cl:1][C:2]1[CH:7]=[C:6]([O:8][C:9]2[C:18]3[C:13](=[CH:14][C:15]([O:21][CH3:22])=[C:16]([O:19][CH3:20])[CH:17]=3)[N:12]=[CH:11][CH:10]=2)[CH:5]=[CH:4][C:3]=1[NH:23][C:24]([NH:26][C:27]1[CH:31]=[C:30]([CH3:32])[O:29][N:28]=1)=[O:25]. (2) Given the reactants [Br:1][C:2]1[CH:3]=[C:4]([CH:8]=[C:9]([C:11]([N:13]2[CH2:17][CH2:16][CH2:15][CH2:14]2)=[O:12])[CH:10]=1)[C:5]([OH:7])=O.Cl.CN(C)CCCN=C=NCC.ON1C2C=CC=CC=2N=N1.C(N(CC)C(C)C)(C)C.[CH3:49][C:50]1[N:55]=[CH:54][C:53]([CH2:56][NH2:57])=[CH:52][N:51]=1, predict the reaction product. The product is: [Br:1][C:2]1[CH:3]=[C:4]([CH:8]=[C:9]([C:11]([N:13]2[CH2:17][CH2:16][CH2:15][CH2:14]2)=[O:12])[CH:10]=1)[C:5]([NH:57][CH2:56][C:53]1[CH:52]=[N:51][C:50]([CH3:49])=[N:55][CH:54]=1)=[O:7]. (3) Given the reactants Br[CH2:2][CH2:3][O:4][Si:5]([C:18]([CH3:21])([CH3:20])[CH3:19])([C:12]1[CH:17]=[CH:16][CH:15]=[CH:14][CH:13]=1)[C:6]1[CH:11]=[CH:10][CH:9]=[CH:8][CH:7]=1.C(=O)([O-])[O-].[Cs+].[Cs+].[CH3:28][C:29]1([CH3:41])[C:33]([CH3:35])([CH3:34])[O:32][B:31]([C:36]2[CH:37]=[N:38][NH:39][CH:40]=2)[O:30]1, predict the reaction product. The product is: [Si:5]([O:4][CH2:3][CH2:2][N:39]1[CH:40]=[C:36]([B:31]2[O:30][C:29]([CH3:41])([CH3:28])[C:33]([CH3:35])([CH3:34])[O:32]2)[CH:37]=[N:38]1)([C:18]([CH3:21])([CH3:20])[CH3:19])([C:12]1[CH:17]=[CH:16][CH:15]=[CH:14][CH:13]=1)[C:6]1[CH:11]=[CH:10][CH:9]=[CH:8][CH:7]=1. (4) Given the reactants [C:1]([O:5][C:6]([N:8]1[CH2:13][CH2:12][C@@H:11]([C:14]2[CH:19]=[CH:18][N:17]([CH3:20])[C:16](=[O:21])[CH:15]=2)[C@H:10]([C:22]2[CH:27]=[CH:26][C:25](Br)=[CH:24][C:23]=2[Cl:29])[CH2:9]1)=[O:7])([CH3:4])([CH3:3])[CH3:2].[CH3:30][O:31][CH2:32][CH2:33][CH2:34][C:35]1[CH:40]=[CH:39][CH:38]=[CH:37][C:36]=1B(O)O.C([O-])([O-])=O.[Na+].[Na+], predict the reaction product. The product is: [C:1]([O:5][C:6]([N:8]1[CH2:13][CH2:12][C@@H:11]([C:14]2[CH:19]=[CH:18][N:17]([CH3:20])[C:16](=[O:21])[CH:15]=2)[C@H:10]([C:22]2[CH:27]=[CH:26][C:25]([C:40]3[CH:39]=[CH:38][CH:37]=[CH:36][C:35]=3[CH2:34][CH2:33][CH2:32][O:31][CH3:30])=[CH:24][C:23]=2[Cl:29])[CH2:9]1)=[O:7])([CH3:4])([CH3:3])[CH3:2]. (5) Given the reactants [N+:1]([C:4]1[CH:5]=[C:6]2[C:11](=[CH:12][CH:13]=1)[O:10][C@@H:9]([CH2:14][NH:15][CH2:16][C@@H:17]([C:19]1[CH:20]=[N:21][CH:22]=[CH:23][CH:24]=1)[OH:18])[CH2:8][CH2:7]2)([O-:3])=[O:2].[C:25]([O:29][C:30](O[C:30]([O:29][C:25]([CH3:28])([CH3:27])[CH3:26])=[O:31])=[O:31])([CH3:28])([CH3:27])[CH3:26], predict the reaction product. The product is: [OH:18][C@H:17]([C:19]1[CH:20]=[N:21][CH:22]=[CH:23][CH:24]=1)[CH2:16][N:15]([CH2:14][C@H:9]1[CH2:8][CH2:7][C:6]2[C:11](=[CH:12][CH:13]=[C:4]([N+:1]([O-:3])=[O:2])[CH:5]=2)[O:10]1)[C:30](=[O:31])[O:29][C:25]([CH3:28])([CH3:27])[CH3:26]. (6) Given the reactants [CH2:1]([C:8]1[N:13]=[C:12]([CH:14]([C:16]2[C:17]([CH3:28])=[N:18][O:19][C:20]=2[C:21]2[CH:26]=[CH:25][C:24](Br)=[CH:23][CH:22]=2)[OH:15])[CH:11]=[CH:10][CH:9]=1)[C:2]1[CH:7]=[CH:6][CH:5]=[CH:4][CH:3]=1.[CH2:29]([O:31][C:32]([C:34]1([C:37]2[CH:42]=[CH:41][C:40](B3OC(C)(C)C(C)(C)O3)=[CH:39][CH:38]=2)[CH2:36][CH2:35]1)=[O:33])[CH3:30], predict the reaction product. The product is: [CH2:29]([O:31][C:32]([C:34]1([C:37]2[CH:38]=[CH:39][C:40]([C:24]3[CH:23]=[CH:22][C:21]([C:20]4[O:19][N:18]=[C:17]([CH3:28])[C:16]=4[CH:14]([C:12]4[CH:11]=[CH:10][CH:9]=[C:8]([CH2:1][C:2]5[CH:7]=[CH:6][CH:5]=[CH:4][CH:3]=5)[N:13]=4)[OH:15])=[CH:26][CH:25]=3)=[CH:41][CH:42]=2)[CH2:35][CH2:36]1)=[O:33])[CH3:30].